This data is from CYP1A2 inhibition data for predicting drug metabolism from PubChem BioAssay. The task is: Regression/Classification. Given a drug SMILES string, predict its absorption, distribution, metabolism, or excretion properties. Task type varies by dataset: regression for continuous measurements (e.g., permeability, clearance, half-life) or binary classification for categorical outcomes (e.g., BBB penetration, CYP inhibition). Dataset: cyp1a2_veith. (1) The compound is Cc1nc2cnc(N(C)C)nc2n(CCC#N)c1=O. The result is 1 (inhibitor). (2) The molecule is N#Cc1nc(COc2ccccc2Cl)oc1NCc1ccco1. The result is 1 (inhibitor). (3) The drug is COCCn1c(C)cc2c(c1=O)C(c1ccccc1F)C(C#N)=C(N)O2. The result is 0 (non-inhibitor). (4) The drug is CN(C)CCSCCO. The result is 0 (non-inhibitor). (5) The molecule is CN1C(=O)NC(c2ccc(O)cc2)C(C(=O)c2cccs2)C1(O)C(F)(F)F. The result is 0 (non-inhibitor). (6) The molecule is Cc1cc(C(=O)N/N=C/c2cccc([N+](=O)[O-])c2)c(C)o1. The result is 1 (inhibitor). (7) The drug is OCCNc1ncnc2c1ncn2[C@@H]1O[C@@H](CO)[C@H](O)[C@@H]1O. The result is 0 (non-inhibitor).